Dataset: Catalyst prediction with 721,799 reactions and 888 catalyst types from USPTO. Task: Predict which catalyst facilitates the given reaction. (1) The catalyst class is: 2. Reactant: [OH:1][CH:2]1[CH2:7][CH2:6][N:5]([C:8]([O:10][C:11]([CH3:14])([CH3:13])[CH3:12])=[O:9])[CH2:4][CH2:3]1.CC(OI1(OC(C)=O)(OC(C)=O)OC(=O)C2C=CC=CC1=2)=O. Product: [O:1]=[C:2]1[CH2:3][CH2:4][N:5]([C:8]([O:10][C:11]([CH3:14])([CH3:13])[CH3:12])=[O:9])[CH2:6][CH2:7]1. (2) The catalyst class is: 5. Reactant: [Cl:1][C:2]1[N:10]=[C:9]2[C:5]([N:6]=[CH:7][N:8]2C2CCCCO2)=[C:4]([N:17]2[CH2:22][CH2:21][O:20][CH2:19][CH2:18]2)[N:3]=1.O.C1(C)C=CC(S(O)(=O)=O)=CC=1. Product: [Cl:1][C:2]1[N:10]=[C:9]2[C:5]([N:6]=[CH:7][NH:8]2)=[C:4]([N:17]2[CH2:18][CH2:19][O:20][CH2:21][CH2:22]2)[N:3]=1. (3) Reactant: [C:1]([C:4]1[CH:5]=[C:6]([CH:10]=[CH:11][CH:12]=1)[C:7]([OH:9])=[O:8])(=[O:3])[CH3:2].C([O-])([O-])=O.[Na+].[Na+].[CH2:19](Br)[C:20]1[CH:25]=[CH:24][CH:23]=[CH:22][CH:21]=1. Product: [C:1]([C:4]1[CH:5]=[C:6]([CH:10]=[CH:11][CH:12]=1)[C:7]([O:9][CH2:19][C:20]1[CH:25]=[CH:24][CH:23]=[CH:22][CH:21]=1)=[O:8])(=[O:3])[CH3:2]. The catalyst class is: 31. (4) Reactant: [I:1][C:2]1[CH:3]=[C:4]([NH2:13])[CH:5]=[CH:6][C:7]=1[C:8]1[O:12][CH:11]=[N:10][CH:9]=1.[N:14]([O-])=O.[Na+].[Sn](Cl)(Cl)(Cl)Cl.[OH-].[K+]. Product: [I:1][C:2]1[CH:3]=[C:4]([NH:13][NH2:14])[CH:5]=[CH:6][C:7]=1[C:8]1[O:12][CH:11]=[N:10][CH:9]=1. The catalyst class is: 33. (5) Reactant: [H-].[Na+].[Cl:3][C:4]1[C:12]2[N:11]=[C:10]3[N:13]([C:17]4[CH:22]=[CH:21][C:20]([Cl:23])=[CH:19][C:18]=4[Cl:24])[CH2:14][CH2:15][CH2:16][N:9]3[C:8]=2[C:7]([C:25]([CH:30]2[CH2:32][CH2:31]2)([CH:27]2[CH2:29][CH2:28]2)[OH:26])=[CH:6][CH:5]=1.[CH3:33]I. Product: [Cl:3][C:4]1[C:12]2[N:11]=[C:10]3[N:13]([C:17]4[CH:22]=[CH:21][C:20]([Cl:23])=[CH:19][C:18]=4[Cl:24])[CH2:14][CH2:15][CH2:16][N:9]3[C:8]=2[C:7]([C:25]([CH:30]2[CH2:32][CH2:31]2)([CH:27]2[CH2:29][CH2:28]2)[O:26][CH3:33])=[CH:6][CH:5]=1. The catalyst class is: 35.